From a dataset of Reaction yield outcomes from USPTO patents with 853,638 reactions. Predict the reaction yield, written as a fraction of the theoretical maximum amount of product (1.0 means a 100% yield; for example, 0.34 means a 34% yield). (1) The product is [OH:29][C@:25]([C:22]1[N:21]=[C:20]([CH3:19])[O:24][N:23]=1)([CH3:26])[C:27]#[C:28][C:2]1[CH:18]=[CH:17][C:5]2[O:6][CH2:7][CH2:8][C:9]3[N:10]([N:11]=[C:12]([C:14]([NH2:16])=[O:15])[CH:13]=3)[C:4]=2[CH:3]=1. The catalyst is N1CCCCC1.[Cu]I.C1C=CC([P]([Pd]([P](C2C=CC=CC=2)(C2C=CC=CC=2)C2C=CC=CC=2)([P](C2C=CC=CC=2)(C2C=CC=CC=2)C2C=CC=CC=2)[P](C2C=CC=CC=2)(C2C=CC=CC=2)C2C=CC=CC=2)(C2C=CC=CC=2)C2C=CC=CC=2)=CC=1. The reactants are I[C:2]1[CH:18]=[CH:17][C:5]2[O:6][CH2:7][CH2:8][C:9]3[N:10]([N:11]=[C:12]([C:14]([NH2:16])=[O:15])[CH:13]=3)[C:4]=2[CH:3]=1.[CH3:19][C:20]1[O:24][N:23]=[C:22]([C@:25]([OH:29])([C:27]#[CH:28])[CH3:26])[N:21]=1. The yield is 0.400. (2) The yield is 0.280. The reactants are [CH3:1][C:2]1[N:40]=[C:5]2[N:6]([CH2:33][C:34](=O)[C:35]([F:38])([F:37])[F:36])[C:7](=[O:32])[C:8]([CH2:13][C:14]3[CH:19]=[CH:18][C:17]([C:20]4[CH:25]=[CH:24][CH:23]=[CH:22][C:21]=4[C:26]4[NH:30][C:29](=[O:31])[O:28][N:27]=4)=[CH:16][CH:15]=3)=[C:9]([CH2:10][CH2:11][CH3:12])[N:4]2[N:3]=1.Cl.[NH2:42][O:43][CH2:44][CH3:45].N1C=CC=CC=1.Cl. The product is [CH2:44]([O:43]/[N:42]=[C:34](/[C:35]([F:37])([F:36])[F:38])\[CH2:33][N:6]1[C:7](=[O:32])[C:8]([CH2:13][C:14]2[CH:15]=[CH:16][C:17]([C:20]3[CH:25]=[CH:24][CH:23]=[CH:22][C:21]=3[C:26]3[NH:30][C:29](=[O:31])[O:28][N:27]=3)=[CH:18][CH:19]=2)=[C:9]([CH2:10][CH2:11][CH3:12])[N:4]2[N:3]=[C:2]([CH3:1])[N:40]=[C:5]12)[CH3:45]. The catalyst is O.C(OCC)(=O)C. (3) The reactants are [C:1](=[NH:14])([C:8]1[CH:13]=[CH:12][CH:11]=[CH:10][CH:9]=1)[C:2]1[CH:7]=[CH:6][CH:5]=[CH:4][CH:3]=1.N[CH:16]1[CH2:20][CH2:19][N:18]([CH3:21])[C:17]1=[O:22]. The catalyst is ClCCCl. The product is [C:1](=[N:14][CH:16]1[CH2:20][CH2:19][N:18]([CH3:21])[C:17]1=[O:22])([C:8]1[CH:9]=[CH:10][CH:11]=[CH:12][CH:13]=1)[C:2]1[CH:7]=[CH:6][CH:5]=[CH:4][CH:3]=1. The yield is 0.886. (4) The reactants are [CH3:1][O:2][C:3]1[CH:4]=[C:5]2[C:10](=[CH:11][C:12]=1[O:13][CH3:14])[N:9]=[CH:8][CH:7]=[C:6]2[O:15][C:16]1[CH:22]=[CH:21][C:19]([NH2:20])=[CH:18][CH:17]=1.C1(C)C=CC=CC=1.C(N(CC)CC)C.ClC(Cl)(O[C:41](=[O:47])[O:42][C:43](Cl)(Cl)Cl)Cl.[CH3:49][O:50][C:51]1[CH:61]=[CH:60][CH:59]=[CH:58][C:52]=1[O:53][CH2:54][CH2:55]CO. The catalyst is C(Cl)Cl. The product is [CH3:1][O:2][C:3]1[CH:4]=[C:5]2[C:10](=[CH:11][C:12]=1[O:13][CH3:14])[N:9]=[CH:8][CH:7]=[C:6]2[O:15][C:16]1[CH:22]=[CH:21][C:19]([NH:20][C:41](=[O:47])[O:42][CH2:43][CH2:55][CH2:54][O:53][C:52]2[CH:58]=[CH:59][CH:60]=[CH:61][C:51]=2[O:50][CH3:49])=[CH:18][CH:17]=1. The yield is 0.690. (5) The reactants are [N+:1]([C:4]1[CH:5]=[C:6]2[C:10](=[CH:11][CH:12]=1)[NH:9][CH:8]=[CH:7]2)([O-:3])=[O:2].[F:13][CH:14]1[C:19](=O)[CH2:18][CH2:17][N:16](C(OC(C)(C)C)=O)[CH2:15]1.N. The catalyst is C(O)(=O)C.OP(O)(O)=O. The product is [F:13][CH:14]1[C:19]([C:7]2[C:6]3[C:10](=[CH:11][CH:12]=[C:4]([N+:1]([O-:3])=[O:2])[CH:5]=3)[NH:9][CH:8]=2)=[CH:18][CH2:17][NH:16][CH2:15]1. The yield is 0.470.